Dataset: Peptide-MHC class I binding affinity with 185,985 pairs from IEDB/IMGT. Task: Regression. Given a peptide amino acid sequence and an MHC pseudo amino acid sequence, predict their binding affinity value. This is MHC class I binding data. (1) The peptide sequence is LIPDGDGEV. The MHC is HLA-B07:02 with pseudo-sequence HLA-B07:02. The binding affinity (normalized) is 0.0847. (2) The peptide sequence is MTPAERLI. The MHC is Mamu-A01 with pseudo-sequence Mamu-A01. The binding affinity (normalized) is 0.787.